From a dataset of Catalyst prediction with 721,799 reactions and 888 catalyst types from USPTO. Predict which catalyst facilitates the given reaction. (1) Product: [NH2:21][C:20]1[C:22]2[C:23]([CH3:29])([CH3:28])[C:24](=[O:25])[NH:31][C:30]=2[N:15]=[C:13]([C:7]2[C:8]3[CH2:12][CH2:11][CH2:10][C:9]=3[N:5]([CH2:4][C:3]3[CH:16]=[CH:17][CH:18]=[CH:19][C:2]=3[F:1])[N:6]=2)[N:14]=1. The catalyst class is: 107. Reactant: [F:1][C:2]1[CH:19]=[CH:18][CH:17]=[CH:16][C:3]=1[CH2:4][N:5]1[C:9]2[CH2:10][CH2:11][CH2:12][C:8]=2[C:7]([C:13](=[NH:15])[NH2:14])=[N:6]1.[C:20]([CH:22]([C:30]#[N:31])[C:23]([CH3:29])([CH3:28])[C:24](OC)=[O:25])#[N:21].CC(C)([O-])C.[K+]. (2) Reactant: [H-].[Na+].[CH3:3][O:4][C:5]1[CH:6]=[C:7]2[C:11](=[CH:12][C:13]=1[O:14][CH3:15])[NH:10][C:9]([C:16]([O:18][CH3:19])=[O:17])=[C:8]2[C:20]1[CH:25]=[CH:24][C:23]([O:26][CH3:27])=[CH:22][CH:21]=1.Br[CH2:29][C:30]([O:32]C(C)(C)C)=[O:31]. Product: [CH3:19][O:18][C:16]([C:9]1[N:10]([CH2:29][C:30]([OH:32])=[O:31])[C:11]2[C:7]([C:8]=1[C:20]1[CH:21]=[CH:22][C:23]([O:26][CH3:27])=[CH:24][CH:25]=1)=[CH:6][C:5]([O:4][CH3:3])=[C:13]([O:14][CH3:15])[CH:12]=2)=[O:17]. The catalyst class is: 369. (3) Reactant: [C:1]([NH2:5])([CH3:4])([CH3:3])[CH3:2].[N:6]([C:9]1[CH:10]=[CH:11][C:12]([O:15][C:16](=[O:25])[N:17]([CH3:24])[C:18]2[CH:23]=[CH:22][CH:21]=[CH:20][CH:19]=2)=[N:13][CH:14]=1)=[C:7]=[S:8]. Product: [C:1]([NH:5][C:7](=[S:8])[NH:6][C:9]1[CH:10]=[CH:11][C:12]([O:15][C:16](=[O:25])[N:17]([CH3:24])[C:18]2[CH:23]=[CH:22][CH:21]=[CH:20][CH:19]=2)=[N:13][CH:14]=1)([CH3:4])([CH3:3])[CH3:2]. The catalyst class is: 4.